From a dataset of Reaction yield outcomes from USPTO patents with 853,638 reactions. Predict the reaction yield, written as a fraction of the theoretical maximum amount of product (1.0 means a 100% yield; for example, 0.34 means a 34% yield). (1) The product is [O:16]1[CH:17]=[CH:18][N:19]=[C:15]1[CH2:14][N:10]1[C:11]2[C:7](=[CH:6][C:5]([NH2:2])=[CH:13][CH:12]=2)[CH:8]=[N:9]1. The yield is 0.460. The reactants are Cl.[N+:2]([C:5]1[CH:6]=[C:7]2[C:11](=[CH:12][CH:13]=1)[N:10]([CH2:14][C:15]1[O:16][CH:17]=[CH:18][N:19]=1)[N:9]=[CH:8]2)([O-])=O.Cl[Sn]Cl.[OH-].[Na+]. The catalyst is C(O)C. (2) The reactants are Cl[C:2]1[N:3]=[CH:4][C:5]2[N:11]([CH3:12])[C:10](=[O:13])[C:9]([CH2:15][CH3:16])([F:14])[CH2:8][N:7]([CH:17]3[CH2:21][CH2:20][CH2:19][CH2:18]3)[C:6]=2[N:22]=1.[NH2:23][C:24]1[CH:32]=[CH:31][C:27]([C:28]([OH:30])=[O:29])=[CH:26][C:25]=1[O:33][CH3:34]. The catalyst is Cl.C(O)(C)C. The product is [CH:17]1([N:7]2[CH2:8][C:9]([CH2:15][CH3:16])([F:14])[C:10](=[O:13])[N:11]([CH3:12])[C:5]3[CH:4]=[N:3][C:2]([NH:23][C:24]4[CH:32]=[CH:31][C:27]([C:28]([OH:30])=[O:29])=[CH:26][C:25]=4[O:33][CH3:34])=[N:22][C:6]2=3)[CH2:21][CH2:20][CH2:19][CH2:18]1. The yield is 0.830.